Dataset: HIV replication inhibition screening data with 41,000+ compounds from the AIDS Antiviral Screen. Task: Binary Classification. Given a drug SMILES string, predict its activity (active/inactive) in a high-throughput screening assay against a specified biological target. The molecule is O=C1C(I)=CC(=C(c2cc(I)c(O)c(I)c2)c2ccccc2C(=O)O)C=C1I. The result is 0 (inactive).